From a dataset of Forward reaction prediction with 1.9M reactions from USPTO patents (1976-2016). Predict the product of the given reaction. (1) Given the reactants [C:1]([C:3]1[CH:8]=[CH:7][CH:6]=[CH:5][CH:4]=1)#[CH:2].I[C:10]1[C:18]2[C:13](=[N:14][CH:15]=[C:16]([C:19]3[CH:24]=[CH:23][C:22]([S:25]([CH:28]([CH3:30])[CH3:29])(=[O:27])=[O:26])=[CH:21][CH:20]=3)[N:17]=2)[N:12]([S:31]([C:34]2[CH:39]=[CH:38][C:37]([CH3:40])=[CH:36][CH:35]=2)(=[O:33])=[O:32])[CH:11]=1.C(N(CC)CC)C, predict the reaction product. The product is: [CH:28]([S:25]([C:22]1[CH:23]=[CH:24][C:19]([C:16]2[N:17]=[C:18]3[C:10]([C:2]#[C:1][C:3]4[CH:8]=[CH:7][CH:6]=[CH:5][CH:4]=4)=[CH:11][N:12]([S:31]([C:34]4[CH:39]=[CH:38][C:37]([CH3:40])=[CH:36][CH:35]=4)(=[O:33])=[O:32])[C:13]3=[N:14][CH:15]=2)=[CH:20][CH:21]=1)(=[O:27])=[O:26])([CH3:30])[CH3:29]. (2) Given the reactants [NH2:1][C:2]1[S:3][C:4]2[S:10][CH2:9][CH2:8][C:7](=[O:11])[C:5]=2[N:6]=1.CN(C1C=CC=CN=1)C.[CH3:21][C:22]([O:25][C:26](O[C:26]([O:25][C:22]([CH3:24])([CH3:23])[CH3:21])=[O:27])=[O:27])([CH3:24])[CH3:23], predict the reaction product. The product is: [C:22]([O:25][C:26](=[O:27])[NH:1][C:2]1[S:3][C:4]2[S:10][CH2:9][CH2:8][C:7](=[O:11])[C:5]=2[N:6]=1)([CH3:24])([CH3:23])[CH3:21]. (3) Given the reactants [CH3:1][O:2][C:3]1[C:8]2[CH2:9][CH2:10][CH2:11][C:12](=O)[CH2:13][C:7]=2[CH:6]=[CH:5][C:4]=1[N+:15]([O-:17])=[O:16].[N:18]1([CH2:24][CH2:25][OH:26])[CH2:23][CH2:22][NH:21][CH2:20][CH2:19]1.C(O)(=O)C.C(O[BH-](OC(=O)C)OC(=O)C)(=O)C.[Na+].C(=O)(O)[O-].[Na+].[OH-].[Na+], predict the reaction product. The product is: [CH3:1][O:2][C:3]1[C:8]2[CH2:9][CH2:10][CH2:11][CH:12]([N:21]3[CH2:22][CH2:23][N:18]([CH2:24][CH2:25][OH:26])[CH2:19][CH2:20]3)[CH2:13][C:7]=2[CH:6]=[CH:5][C:4]=1[N+:15]([O-:17])=[O:16]. (4) Given the reactants [OH-].[Na+].[CH3:3][N:4]([CH3:22])[C:5]1([C:16]2[S:17][C:18]([F:21])=[CH:19][CH:20]=2)[CH2:15][CH2:14][C:8]2([CH2:12][NH:11][C:10](=[O:13])[CH2:9]2)[CH2:7][CH2:6]1.S(C1C=CC(C)=CC=1)(OC[CH2:28][C:29]([O:32][CH3:33])([CH3:31])[CH3:30])(=O)=O.O.[CH3:42]S(C)=O, predict the reaction product. The product is: [CH3:22][N:4]([CH3:3])[C:5]1([C:16]2[S:17][C:18]([F:21])=[CH:19][CH:20]=2)[CH2:15][CH2:14][C:8]2([CH2:9][CH2:42][N:11]([C:10](=[O:13])[CH2:28][C:29]([O:32][CH3:33])([CH3:31])[CH3:30])[CH2:12]2)[CH2:7][CH2:6]1. (5) The product is: [C:1]([O:5][C:6](=[O:7])[NH:8][CH:9]1[C:27](=[O:28])[N:26]2[CH:22]([CH2:23][CH:24]([O:29][C:30]3[C:39]4[C:34](=[CH:35][CH:36]=[CH:37][CH:38]=4)[CH:33]=[CH:32][N:31]=3)[CH2:25]2)[C:21](=[O:40])[NH:20][C:19]2([C:41]([NH:51][S:48]([C:45]3([CH3:44])[CH2:47][CH2:46]3)(=[O:50])=[O:49])=[O:42])[CH:17]([CH2:18]2)[CH:16]=[CH:15][CH2:14][CH2:13][CH2:12][CH2:11][CH2:10]1)([CH3:4])([CH3:3])[CH3:2]. Given the reactants [C:1]([O:5][C:6]([NH:8][CH:9]1[C:27](=[O:28])[N:26]2[CH:22]([CH2:23][CH:24]([O:29][C:30]3[C:39]4[C:34](=[CH:35][CH:36]=[CH:37][CH:38]=4)[CH:33]=[CH:32][N:31]=3)[CH2:25]2)[C:21](=[O:40])[NH:20][C:19]2([C:41](O)=[O:42])[CH:17]([CH2:18]2)[CH:16]=[CH:15][CH2:14][CH2:13][CH2:12][CH2:11][CH2:10]1)=[O:7])([CH3:4])([CH3:3])[CH3:2].[CH3:44][C:45]1([S:48]([NH2:51])(=[O:50])=[O:49])[CH2:47][CH2:46]1, predict the reaction product.